From a dataset of Full USPTO retrosynthesis dataset with 1.9M reactions from patents (1976-2016). Predict the reactants needed to synthesize the given product. (1) The reactants are: C(OC([N:8]([C:16]1[C:21]([CH3:22])=[CH:20][C:19]([C:23]#[N:24])=[CH:18][C:17]=1[NH:25][C:26]([O:28][CH2:29][CH2:30][CH2:31][CH2:32][CH2:33][CH2:34][CH3:35])=[O:27])C(=O)OC(C)(C)C)=O)(C)(C)C.C(O)(C(F)(F)F)=O.C([O-])(O)=O.[Na+]. Given the product [NH2:8][C:16]1[C:21]([CH3:22])=[CH:20][C:19]([C:23]#[N:24])=[CH:18][C:17]=1[NH:25][C:26](=[O:27])[O:28][CH2:29][CH2:30][CH2:31][CH2:32][CH2:33][CH2:34][CH3:35], predict the reactants needed to synthesize it. (2) Given the product [Br:33][C:34]1[CH:39]=[CH:38][C:37]([S:40]([NH:10][C:11]2[CH:16]=[CH:15][C:14]([CH2:17][NH:18][C:19]3[N:28]=[C:27]([N:29]([CH3:31])[CH3:30])[C:26]4[C:21](=[CH:22][CH:23]=[CH:24][CH:25]=4)[N:20]=3)=[CH:13][CH:12]=2)(=[O:42])=[O:41])=[C:36]([O:44][C:45]([F:47])([F:46])[F:48])[CH:35]=1, predict the reactants needed to synthesize it. The reactants are: C(OC(=O)[NH:10][C:11]1[CH:16]=[CH:15][C:14]([CH2:17][NH:18][C:19]2[N:28]=[C:27]([N:29]([CH3:31])[CH3:30])[C:26]3[C:21](=[CH:22][CH:23]=[CH:24][CH:25]=3)[N:20]=2)=[CH:13][CH:12]=1)C1C=CC=CC=1.[Br:33][C:34]1[CH:39]=[CH:38][C:37]([S:40](Cl)(=[O:42])=[O:41])=[C:36]([O:44][C:45]([F:48])([F:47])[F:46])[CH:35]=1. (3) Given the product [CH2:9]([N:6]1[CH2:5][CH2:4][C:3]2([CH2:2][N:1]=[N:17][CH2:16]2)[CH2:8][CH2:7]1)[C:10]1[CH:15]=[CH:14][CH:13]=[CH:12][CH:11]=1, predict the reactants needed to synthesize it. The reactants are: [NH2:1][CH2:2][C:3]1([CH2:16][NH2:17])[CH2:8][CH2:7][N:6]([CH2:9][C:10]2[CH:15]=[CH:14][CH:13]=[CH:12][CH:11]=2)[CH2:5][CH2:4]1.CO.OO.[O-]Cl.[Na+]. (4) Given the product [Cl:25][C:22]1[S:21][C:20]([C:18]([NH:17][C@@:12]2([C:10]([OH:11])=[O:9])[CH2:16][CH2:15][O:14][CH2:13]2)=[O:19])=[CH:24][CH:23]=1, predict the reactants needed to synthesize it. The reactants are: C([O:9][C:10]([C@:12]1([NH:17][C:18]([C:20]2[S:21][C:22]([Cl:25])=[CH:23][CH:24]=2)=[O:19])[CH2:16][CH2:15][O:14][CH2:13]1)=[O:11])CC1C=CC=CC=1.[OH-].[Na+]. (5) Given the product [NH2:36][C@@H:19]([CH2:18][S:17][CH2:16][C@H:15]([O:14][C:1](=[O:13])[CH2:2][CH2:3][CH2:4][CH2:5][CH2:6][CH2:7][CH2:8][CH2:9][CH2:10][CH2:11][CH3:12])[CH2:54][O:55][C:56](=[O:68])[CH2:57][CH2:58][CH2:59][CH2:60][CH2:61][CH2:62][CH2:63][CH2:64][CH2:65][CH2:66][CH3:67])[C:20](=[O:35])[NH:21][C@@H:22]([CH2:33][CH3:34])[CH2:23][O:24][CH2:25][C:26]([OH:32])=[O:27], predict the reactants needed to synthesize it. The reactants are: [C:1]([O:14][C@H:15]([CH2:54][O:55][C:56](=[O:68])[CH2:57][CH2:58][CH2:59][CH2:60][CH2:61][CH2:62][CH2:63][CH2:64][CH2:65][CH2:66][CH3:67])[CH2:16][S:17][CH2:18][C@H:19]([NH:36]C(OCC1C2C=CC=CC=2C2C1=CC=CC=2)=O)[C:20](=[O:35])[NH:21][C@@H:22]([CH2:33][CH3:34])[CH2:23][O:24][CH2:25][C:26](=[O:32])[O:27]C(C)(C)C)(=[O:13])[CH2:2][CH2:3][CH2:4][CH2:5][CH2:6][CH2:7][CH2:8][CH2:9][CH2:10][CH2:11][CH3:12]. (6) The reactants are: [N:1]1[N:2]([C:10]2[CH:15]=[C:14]([CH3:16])[CH:13]=[C:12]([CH2:17]Cl)[C:11]=2[OH:19])[N:3]=[C:4]2[CH:9]=[CH:8][CH:7]=[CH:6][C:5]=12.C(=O)(O)[O-:21].[Na+]. Given the product [N:1]1[N:2]([C:10]2[CH:15]=[C:14]([CH3:16])[CH:13]=[C:12]([CH2:17][OH:21])[C:11]=2[OH:19])[N:3]=[C:4]2[CH:9]=[CH:8][CH:7]=[CH:6][C:5]=12, predict the reactants needed to synthesize it. (7) Given the product [F:1][C:2]1[CH:7]=[CH:6][C:5]([CH:8]([OH:9])[C:10]([C:16]2[CH:21]=[CH:20][CH:19]=[C:18]([C:22]([F:25])([F:24])[F:23])[CH:17]=2)=[O:29])=[CH:4][CH:3]=1, predict the reactants needed to synthesize it. The reactants are: [F:1][C:2]1[CH:7]=[CH:6][C:5]([CH:8]([C:10]2([C:16]3[CH:21]=[CH:20][CH:19]=[C:18]([C:22]([F:25])([F:24])[F:23])[CH:17]=3)SCCCS2)[OH:9])=[CH:4][CH:3]=1.FC(F)(F)C(OI(C1C=CC=CC=1)OC(=O)C(F)(F)F)=[O:29].C(=O)([O-])O.[Na+]. (8) Given the product [CH3:23][C:18]1[N:17]([C:12]2[N:11]=[C:10]([CH2:9][CH2:8][C:6]3[N:7]=[C:2]([N:25]([CH3:24])[CH2:26][CH2:27][NH:28][CH3:29])[CH:3]=[CH:4][CH:5]=3)[CH:15]=[C:14]([CH3:16])[CH:13]=2)[C:21]([CH3:22])=[CH:20][CH:19]=1, predict the reactants needed to synthesize it. The reactants are: Br[C:2]1[N:7]=[C:6]([CH2:8][CH2:9][C:10]2[CH:15]=[C:14]([CH3:16])[CH:13]=[C:12]([N:17]3[C:21]([CH3:22])=[CH:20][CH:19]=[C:18]3[CH3:23])[N:11]=2)[CH:5]=[CH:4][CH:3]=1.[CH3:24][NH:25][CH2:26][CH2:27][NH:28][CH3:29]. (9) Given the product [Br:1][C:2]1[CH:7]=[C:6]([N:8]2[CH2:19][CH2:18][O:17][CH2:16][CH2:15]2)[CH:5]=[C:4]([C:9]([F:12])([F:11])[F:10])[C:3]=1[NH2:13], predict the reactants needed to synthesize it. The reactants are: [Br:1][C:2]1[CH:7]=[C:6]([NH2:8])[CH:5]=[C:4]([C:9]([F:12])([F:11])[F:10])[C:3]=1[NH2:13].Br[CH2:15][CH2:16][O:17][CH2:18][CH2:19]Br.C(N(CC)C(C)C)(C)C.C(=O)(O)[O-]. (10) Given the product [C:3]([O:7][C:8]([N:10]1[CH2:15][CH2:14][N:13]([CH2:18][CH2:19][N:20]2[CH2:24][CH2:23][CH2:22][CH2:21]2)[C:12](=[O:16])[CH2:11]1)=[O:9])([CH3:6])([CH3:4])[CH3:5], predict the reactants needed to synthesize it. The reactants are: [H-].[Na+].[C:3]([O:7][C:8]([N:10]1[CH2:15][CH2:14][NH:13][C:12](=[O:16])[CH2:11]1)=[O:9])([CH3:6])([CH3:5])[CH3:4].Cl[CH2:18][CH2:19][N:20]1[CH2:24][CH2:23][CH2:22][CH2:21]1.Cl.ClCCN1CCCC1.